This data is from Forward reaction prediction with 1.9M reactions from USPTO patents (1976-2016). The task is: Predict the product of the given reaction. (1) The product is: [CH2:2]([O:4][C:5]([CH:7]1[CH:12]([NH2:13])[CH:11]2[CH2:14][CH:8]1[CH2:9][CH2:10]2)=[O:6])[CH3:3]. Given the reactants Cl.[CH2:2]([O:4][C:5]([CH:7]1[CH:12]([NH2:13])[CH:11]2[CH2:14][CH:8]1[CH2:9][CH2:10]2)=[O:6])[CH3:3], predict the reaction product. (2) Given the reactants [CH3:1][CH:2]1[CH2:7][CH:6]([C:8]2[CH:17]=[CH:16][CH:15]=[C:14]3[C:9]=2[CH:10]=[CH:11][C:12]([CH3:18])=[N:13]3)[CH2:5][CH2:4][N:3]1C(OC(C)(C)C)=O.C(Cl)Cl, predict the reaction product. The product is: [CH3:18][C:12]1[CH:11]=[CH:10][C:9]2[C:14](=[CH:15][CH:16]=[CH:17][C:8]=2[CH:6]2[CH2:5][CH2:4][NH:3][CH:2]([CH3:1])[CH2:7]2)[N:13]=1. (3) Given the reactants [NH:1]([CH2:9][C:10]1[CH:15]=[CH:14][CH:13]=[CH:12][CH:11]=1)[CH2:2][C:3]1[CH:8]=[CH:7][CH:6]=[CH:5][CH:4]=1.[CH3:16][CH2:17][O:18][C:19]([CH3:21])=[O:20].[CH3:22][CH2:23][CH2:24]CCCC, predict the reaction product. The product is: [CH2:9]([N:1]([CH2:2][C:3]1[CH:8]=[CH:7][CH:6]=[CH:5][CH:4]=1)[CH:23]([CH3:24])/[CH:22]=[CH:21]/[C:19]([O:18][CH2:17][CH3:16])=[O:20])[C:10]1[CH:15]=[CH:14][CH:13]=[CH:12][CH:11]=1. (4) Given the reactants [H-].[Na+].[CH2:3]([O:5][C:6](=[O:17])[CH2:7][CH2:8][CH2:9][N:10]1[C:14](=[O:15])[CH2:13][NH:12][C:11]1=[S:16])[CH3:4].[Cl:18][C:19]1[CH:24]=[CH:23][C:22]([C:25]2[O:29][C:28]([CH:30]=O)=[C:27]([C:32](OCC)=[O:33])[CH:26]=2)=[CH:21][CH:20]=1.C(OCC)(=O)C, predict the reaction product. The product is: [CH2:3]([O:5][C:6](=[O:17])[CH2:7][CH2:8][CH2:9][N:10]1[C:14](=[O:15])[C:13]2[N:12]([C:32](=[O:33])[C:27]3[CH:26]=[C:25]([C:22]4[CH:23]=[CH:24][C:19]([Cl:18])=[CH:20][CH:21]=4)[O:29][C:28]=3[CH:30]=2)[C:11]1=[S:16])[CH3:4].